From a dataset of NCI-60 drug combinations with 297,098 pairs across 59 cell lines. Regression. Given two drug SMILES strings and cell line genomic features, predict the synergy score measuring deviation from expected non-interaction effect. (1) Synergy scores: CSS=-7.35, Synergy_ZIP=7.23, Synergy_Bliss=8.74, Synergy_Loewe=-6.62, Synergy_HSA=-4.76. Cell line: MDA-MB-435. Drug 1: CCCCCOC(=O)NC1=NC(=O)N(C=C1F)C2C(C(C(O2)C)O)O. Drug 2: C1CNP(=O)(OC1)N(CCCl)CCCl. (2) Drug 1: CC(C)CN1C=NC2=C1C3=CC=CC=C3N=C2N. Drug 2: C(CCl)NC(=O)N(CCCl)N=O. Cell line: CCRF-CEM. Synergy scores: CSS=13.0, Synergy_ZIP=-6.71, Synergy_Bliss=-6.22, Synergy_Loewe=-2.74, Synergy_HSA=-2.70. (3) Drug 1: CCC1(C2=C(COC1=O)C(=O)N3CC4=CC5=C(C=CC(=C5CN(C)C)O)N=C4C3=C2)O.Cl. Drug 2: N.N.Cl[Pt+2]Cl. Cell line: MDA-MB-231. Synergy scores: CSS=22.5, Synergy_ZIP=-10.7, Synergy_Bliss=0.889, Synergy_Loewe=1.52, Synergy_HSA=4.33. (4) Drug 1: CC(C1=C(C=CC(=C1Cl)F)Cl)OC2=C(N=CC(=C2)C3=CN(N=C3)C4CCNCC4)N. Cell line: OVCAR3. Drug 2: CN1C(=O)N2C=NC(=C2N=N1)C(=O)N. Synergy scores: CSS=-2.75, Synergy_ZIP=2.60, Synergy_Bliss=2.03, Synergy_Loewe=-1.02, Synergy_HSA=-1.36. (5) Drug 1: C(CC(=O)O)C(=O)CN.Cl. Drug 2: CC1C(C(CC(O1)OC2CC(CC3=C2C(=C4C(=C3O)C(=O)C5=C(C4=O)C(=CC=C5)OC)O)(C(=O)CO)O)N)O.Cl. Cell line: RPMI-8226. Synergy scores: CSS=40.7, Synergy_ZIP=-6.45, Synergy_Bliss=-11.4, Synergy_Loewe=-7.13, Synergy_HSA=-6.24. (6) Drug 1: C1=CC(=CC=C1C#N)C(C2=CC=C(C=C2)C#N)N3C=NC=N3. Drug 2: COCCOC1=C(C=C2C(=C1)C(=NC=N2)NC3=CC=CC(=C3)C#C)OCCOC.Cl. Cell line: MDA-MB-435. Synergy scores: CSS=0.682, Synergy_ZIP=3.49, Synergy_Bliss=4.62, Synergy_Loewe=1.74, Synergy_HSA=1.19.